From a dataset of NCI-60 drug combinations with 297,098 pairs across 59 cell lines. Regression. Given two drug SMILES strings and cell line genomic features, predict the synergy score measuring deviation from expected non-interaction effect. (1) Drug 1: C1=NC2=C(N1)C(=S)N=C(N2)N. Drug 2: C1C(C(OC1N2C=NC3=C2NC=NCC3O)CO)O. Cell line: OVCAR-5. Synergy scores: CSS=43.0, Synergy_ZIP=-0.712, Synergy_Bliss=-1.84, Synergy_Loewe=-21.1, Synergy_HSA=-0.428. (2) Drug 2: CC1=C2C(C(=O)C3(C(CC4C(C3C(C(C2(C)C)(CC1OC(=O)C(C(C5=CC=CC=C5)NC(=O)OC(C)(C)C)O)O)OC(=O)C6=CC=CC=C6)(CO4)OC(=O)C)O)C)O. Drug 1: COC1=CC(=CC(=C1O)OC)C2C3C(COC3=O)C(C4=CC5=C(C=C24)OCO5)OC6C(C(C7C(O6)COC(O7)C8=CC=CS8)O)O. Synergy scores: CSS=52.7, Synergy_ZIP=-8.56, Synergy_Bliss=-7.15, Synergy_Loewe=-6.16, Synergy_HSA=-3.12. Cell line: SF-539.